This data is from Forward reaction prediction with 1.9M reactions from USPTO patents (1976-2016). The task is: Predict the product of the given reaction. (1) Given the reactants [Br:1][C:2]1[CH:9]=[C:8]([CH3:10])[C:7]([N+:11]([O-])=O)=[CH:6][C:3]=1[C:4]#[N:5].[Sn](Cl)(Cl)(Cl)Cl.C(N(CC)CC)C, predict the reaction product. The product is: [NH2:11][C:7]1[C:8]([CH3:10])=[CH:9][C:2]([Br:1])=[C:3]([CH:6]=1)[C:4]#[N:5]. (2) Given the reactants C(O[C:4]([C:6]1[C:7]([O:25]C(=O)C)=[C:8]2[C:16]([Br:17])=[CH:15][N:14]([CH2:18][C:19]3[CH:24]=[CH:23][CH:22]=[CH:21][CH:20]=3)[C:9]2=[C:10]([C:12]#[N:13])[N:11]=1)=[O:5])C.[NH2:29][CH2:30][C:31]([OH:33])=[O:32].C[O-].[Na+].CO, predict the reaction product. The product is: [CH2:18]([N:14]1[C:9]2=[C:10]([C:12]#[N:13])[N:11]=[C:6]([C:4]([NH:29][CH2:30][C:31]([OH:33])=[O:32])=[O:5])[C:7]([OH:25])=[C:8]2[C:16]([Br:17])=[CH:15]1)[C:19]1[CH:24]=[CH:23][CH:22]=[CH:21][CH:20]=1. (3) Given the reactants [Cl:1][C:2]1[CH:7]=[C:6]([C:8]([F:11])([F:10])[F:9])[CH:5]=[C:4]([O:12][C:13]2[CH:18]=[CH:17][C:16]([CH:19]=[CH2:20])=[CH:15][CH:14]=2)[CH:3]=1.B1C2CCCC1CCC2.[OH-:30].[Na+].OO, predict the reaction product. The product is: [Cl:1][C:2]1[CH:3]=[C:4]([O:12][C:13]2[CH:18]=[CH:17][C:16]([CH2:19][CH2:20][OH:30])=[CH:15][CH:14]=2)[CH:5]=[C:6]([C:8]([F:10])([F:11])[F:9])[CH:7]=1. (4) Given the reactants [C:1]([C:3]1[CH:7]=[N:6][NH:5][C:4]=1[NH2:8])#[N:2].CN(C)[CH:11]=[CH:12][C:13]([C:15]1[CH:16]=[C:17]([N:21]([CH2:31][CH3:32])[S:22]([C:25]2[CH:30]=[CH:29][CH:28]=[CH:27][CH:26]=2)(=[O:24])=[O:23])[CH:18]=[CH:19][CH:20]=1)=O.C(OCC)(=O)C, predict the reaction product. The product is: [C:1]([C:3]1[CH:7]=[N:6][N:5]2[C:13]([C:15]3[CH:16]=[C:17]([N:21]([CH2:31][CH3:32])[S:22]([C:25]4[CH:30]=[CH:29][CH:28]=[CH:27][CH:26]=4)(=[O:24])=[O:23])[CH:18]=[CH:19][CH:20]=3)=[CH:12][CH:11]=[N:8][C:4]=12)#[N:2]. (5) Given the reactants Cl[C:2]1[C:3](=[O:16])[N:4]([CH3:15])[S:5](=[O:14])(=[O:13])[C:6]=1[C:7]1[CH:12]=[CH:11][CH:10]=[CH:9][CH:8]=1.[F:17][CH:18]([F:27])[O:19][C:20]1[CH:26]=[CH:25][C:23]([NH2:24])=[CH:22][CH:21]=1, predict the reaction product. The product is: [F:17][CH:18]([F:27])[O:19][C:20]1[CH:21]=[CH:22][C:23]([NH:24][C:2]2[C:3](=[O:16])[N:4]([CH3:15])[S:5](=[O:14])(=[O:13])[C:6]=2[C:7]2[CH:12]=[CH:11][CH:10]=[CH:9][CH:8]=2)=[CH:25][CH:26]=1.